Dataset: Full USPTO retrosynthesis dataset with 1.9M reactions from patents (1976-2016). Task: Predict the reactants needed to synthesize the given product. (1) Given the product [C:1]([O:5][C:6]([N:8]([CH3:48])[C@H:9]([C:13]([NH:15][C@H:16]([C:20]([N:22]([C@@H:24]([C@@H:44]([CH3:47])[CH2:45][CH3:46])[C@H:25]([O:42][CH3:43])[CH2:26][C:27]([N:29]1[CH2:33][CH2:32][CH2:31][C@H:30]1[C@H:34]([O:40][CH3:41])[C@@H:35]([CH3:36])[C:37](=[O:38])[NH:64][C@@H:63]([C:65]1[O:66][C:67]([C:70]2[CH:75]=[CH:74][CH:73]=[CH:72][CH:71]=2)=[N:68][N:69]=1)[CH2:62][C:56]1[CH:57]=[CH:58][CH:59]=[CH:60][CH:61]=1)=[O:28])[CH3:23])=[O:21])[CH:17]([CH3:19])[CH3:18])=[O:14])[CH:10]([CH3:11])[CH3:12])=[O:7])([CH3:2])([CH3:4])[CH3:3], predict the reactants needed to synthesize it. The reactants are: [C:1]([O:5][C:6]([N:8]([CH3:48])[C@H:9]([C:13]([NH:15][C@H:16]([C:20]([N:22]([C@@H:24]([C@@H:44]([CH3:47])[CH2:45][CH3:46])[C@H:25]([O:42][CH3:43])[CH2:26][C:27]([N:29]1[CH2:33][CH2:32][CH2:31][C@H:30]1[C@H:34]([O:40][CH3:41])[C@H:35]([C:37](O)=[O:38])[CH3:36])=[O:28])[CH3:23])=[O:21])[CH:17]([CH3:19])[CH3:18])=[O:14])[CH:10]([CH3:12])[CH3:11])=[O:7])([CH3:4])([CH3:3])[CH3:2].FC(F)(F)C(O)=O.[C:56]1([CH2:62][C@H:63]([C:65]2[O:66][C:67]([C:70]3[CH:75]=[CH:74][CH:73]=[CH:72][CH:71]=3)=[N:68][N:69]=2)[NH2:64])[CH:61]=[CH:60][CH:59]=[CH:58][CH:57]=1. (2) Given the product [CH2:18]([O:17][C:15]([N:6]1[CH2:7][C@H:8]([O:10][Si:11]([CH3:12])([CH3:13])[CH3:14])[CH2:9][C@H:5]1[CH2:3][OH:2])=[O:16])[C:19]1[CH:24]=[CH:23][CH:22]=[CH:21][CH:20]=1, predict the reactants needed to synthesize it. The reactants are: C[O:2][C:3]([C@@H:5]1[CH2:9][C@@H:8]([O:10][Si:11]([CH3:14])([CH3:13])[CH3:12])[CH2:7][N:6]1[C:15]([O:17][CH2:18][C:19]1[CH:24]=[CH:23][CH:22]=[CH:21][CH:20]=1)=[O:16])=O.[Li+].[BH4-]. (3) Given the product [CH3:5][C:4]1[N:6]=[C:7]([C:8]2[CH:9]=[CH:10][C:11]([CH3:14])=[CH:12][CH:13]=2)[N:16]([C:18]2[N:23]=[CH:22][C:21]([S:24]([NH2:27])(=[O:25])=[O:26])=[CH:20][CH:19]=2)[N:17]=1, predict the reactants needed to synthesize it. The reactants are: C(O[C:4](=[N:6][C:7](=O)[C:8]1[CH:13]=[CH:12][C:11]([CH3:14])=[CH:10][CH:9]=1)[CH3:5])C.[NH:16]([C:18]1[N:23]=[CH:22][C:21]([S:24]([NH2:27])(=[O:26])=[O:25])=[CH:20][CH:19]=1)[NH2:17].O. (4) Given the product [NH2:1][C@@H:4]1[C@@H:8]([CH2:9][O:10][C:11]([C:18]2[CH:19]=[CH:20][CH:21]=[CH:22][CH:23]=2)([C:24]2[CH:29]=[CH:28][CH:27]=[CH:26][CH:25]=2)[C:12]2[CH:17]=[CH:16][CH:15]=[CH:14][CH:13]=2)[O:7][C@@H:6]([N:30]2[CH:37]=[CH:36][C:34](=[O:35])[NH:33][C:31]2=[O:32])[CH2:5]1, predict the reactants needed to synthesize it. The reactants are: [N:1]([C@@H:4]1[C@@H:8]([CH2:9][O:10][C:11]([C:24]2[CH:29]=[CH:28][CH:27]=[CH:26][CH:25]=2)([C:18]2[CH:23]=[CH:22][CH:21]=[CH:20][CH:19]=2)[C:12]2[CH:17]=[CH:16][CH:15]=[CH:14][CH:13]=2)[O:7][C@@H:6]([N:30]2[CH:37]=[CH:36][C:34](=[O:35])[NH:33][C:31]2=[O:32])[CH2:5]1)=[N+]=[N-]. (5) Given the product [CH3:27][C@H:15]1[N:14]([CH2:13][CH:12]=[O:11])[CH2:19][CH2:18][N:17]([C:20]([O:22][C:23]([CH3:24])([CH3:26])[CH3:25])=[O:21])[CH2:16]1, predict the reactants needed to synthesize it. The reactants are: CS(C)=O.C(Cl)(=O)C(Cl)=O.[OH:11][CH2:12][CH2:13][N:14]1[CH2:19][CH2:18][N:17]([C:20]([O:22][C:23]([CH3:26])([CH3:25])[CH3:24])=[O:21])[CH2:16][C@H:15]1[CH3:27].C(N(CC)CC)C. (6) The reactants are: [Br:1][C:2]1[CH:3]=[C:4]([C:8]([NH:15][C:16](=[O:19])[CH2:17]Cl)([C:10]2[CH:14]=[CH:13][NH:12][N:11]=2)[CH3:9])[CH:5]=[CH:6][CH:7]=1.[H-].[Na+]. Given the product [Br:1][C:2]1[CH:3]=[C:4]([C:8]2([CH3:9])[NH:15][C:16](=[O:19])[CH2:17][N:11]3[N:12]=[CH:13][CH:14]=[C:10]23)[CH:5]=[CH:6][CH:7]=1, predict the reactants needed to synthesize it. (7) Given the product [CH3:28][S:29]([OH:32])(=[O:31])=[O:30].[F:1][C:2]1[C:10]2[NH:9][C:8](=[O:11])[N:7]([CH:12]3[CH2:17][CH2:16][N:15]([CH:18]4[CH2:23][CH2:22][O:21][CH2:20][CH2:19]4)[CH2:14][CH2:13]3)[C:6]=2[CH:5]=[C:4]([CH3:24])[CH:3]=1, predict the reactants needed to synthesize it. The reactants are: [F:1][C:2]1[C:10]2[NH:9][C:8](=[O:11])[N:7]([CH:12]3[CH2:17][CH2:16][N:15]([CH:18]4[CH2:23][CH2:22][O:21][CH2:20][CH2:19]4)[CH2:14][CH2:13]3)[C:6]=2[CH:5]=[C:4]([CH3:24])[CH:3]=1.C(#N)C.[CH3:28][S:29]([OH:32])(=[O:31])=[O:30]. (8) Given the product [C:15]([C:13]1[C:14]2[N:6]([CH:1]3[CH2:2][CH2:3][CH2:4][CH2:5]3)[CH:7]=[C:8]([C:19]3[CH:24]=[CH:23][C:22]([O:25][CH2:29][C:30]([NH2:32])=[O:31])=[CH:21][CH:20]=3)[C:9]=2[C:10]([O:17][CH3:18])=[N:11][CH:12]=1)#[N:16], predict the reactants needed to synthesize it. The reactants are: [CH:1]1([N:6]2[C:14]3[C:13]([C:15]#[N:16])=[CH:12][N:11]=[C:10]([O:17][CH3:18])[C:9]=3[C:8]([C:19]3[CH:24]=[CH:23][C:22]([OH:25])=[CH:21][CH:20]=3)=[CH:7]2)[CH2:5][CH2:4][CH2:3][CH2:2]1.[H-].[Na+].Br[CH2:29][C:30]([NH2:32])=[O:31].O. (9) Given the product [CH3:20][C:4]1[C:3]([CH3:21])=[C:2]([CH3:1])[C:6]([Si:7]([N-:10][C:11]2[CH:16]=[CH:15][CH:14]=[CH:13][C:12]=2[O:17][CH3:18])([CH3:8])[CH3:9])([CH3:24])[CH:5]=1.[Li+:22].[Li+:22].[CH3:43][C:27]1[C:26]([CH3:44])=[C:25]([CH3:24])[C:29]([Si:30]([N-:33][C:34]2[CH:39]=[CH:38][CH:37]=[CH:36][C:35]=2[O:40][CH3:41])([CH3:31])[CH3:32])([CH3:1])[CH:28]=1, predict the reactants needed to synthesize it. The reactants are: [CH3:1][CH:2]1[C:6]([Si:7]([N-:10][C:11]2[CH:16]=[CH:15][CH:14]=[CH:13][C:12]=2[O:17][CH3:18])([CH3:9])[CH3:8])=[C:5](C)[C:4]([CH3:20])=[C:3]1[CH3:21].[Li+:22].[Li+].[CH3:24][CH:25]1[C:29]([Si:30]([N-:33][C:34]2[CH:39]=[CH:38][CH:37]=[CH:36][C:35]=2[O:40][CH3:41])([CH3:32])[CH3:31])=[C:28](C)[C:27]([CH3:43])=[C:26]1[CH3:44].